From a dataset of Full USPTO retrosynthesis dataset with 1.9M reactions from patents (1976-2016). Predict the reactants needed to synthesize the given product. (1) Given the product [CH2:22]([O:21][CH2:20][CH2:19][N:17]1[CH:18]=[C:14]([N:9]2[CH:10]=[CH:11][C:12](=[O:13])[C:7]([C:5]([C:4]3[CH:3]=[C:2]([NH:1][C:42](=[O:43])[O:44][CH2:45][CH3:46])[CH:31]=[CH:30][CH:29]=3)=[O:6])=[N:8]2)[CH:15]=[N:16]1)[C:23]1[CH:28]=[CH:27][CH:26]=[CH:25][CH:24]=1, predict the reactants needed to synthesize it. The reactants are: [NH2:1][C:2]1[CH:3]=[C:4]([CH:29]=[CH:30][CH:31]=1)[C:5]([C:7]1[C:12](=[O:13])[CH:11]=[CH:10][N:9]([C:14]2[CH:15]=[N:16][N:17]([CH2:19][CH2:20][O:21][CH2:22][C:23]3[CH:28]=[CH:27][CH:26]=[CH:25][CH:24]=3)[CH:18]=2)[N:8]=1)=[O:6].CCN(C(C)C)C(C)C.Cl[C:42]([O:44][CH2:45][CH3:46])=[O:43].CO. (2) The reactants are: [CH:1]([N:4]([C:20]([C@H:22]1[CH2:27][CH2:26][C@H:25]([CH3:28])[CH2:24][CH2:23]1)=[O:21])[C:5]1[S:6][C:7]([CH:14]2[CH2:19][CH2:18][NH:17][CH2:16][CH2:15]2)=[CH:8][C:9]=1[C:10]([O:12][CH3:13])=[O:11])([CH3:3])[CH3:2].C(N(CC)CC)C.[CH3:36][S:37](Cl)(=[O:39])=[O:38].C(#N)C.O. Given the product [CH:1]([N:4]([C:20]([C@H:22]1[CH2:27][CH2:26][C@H:25]([CH3:28])[CH2:24][CH2:23]1)=[O:21])[C:5]1[S:6][C:7]([CH:14]2[CH2:19][CH2:18][N:17]([S:37]([CH3:36])(=[O:39])=[O:38])[CH2:16][CH2:15]2)=[CH:8][C:9]=1[C:10]([O:12][CH3:13])=[O:11])([CH3:3])[CH3:2], predict the reactants needed to synthesize it. (3) Given the product [C:24]([O:23][C:22]([NH:21][C@@H:19]([CH3:20])[C:18]([NH:17][CH2:16][C:14]1[S:15][C:11]([N:10]2[C:6]([C:2]([OH:35])=[O:1])=[CH:7][C:8]([C:30]([F:32])([F:31])[F:33])=[N:9]2)=[CH:12][CH:13]=1)=[O:29])=[O:28])([CH3:27])([CH3:26])[CH3:25], predict the reactants needed to synthesize it. The reactants are: [O:1]1C=CC=[C:2]1[C:6]1[N:10]([C:11]2[S:15][C:14]([CH2:16][NH:17][C:18](=[O:29])[C@@H:19]([NH:21][C:22](=[O:28])[O:23][C:24]([CH3:27])([CH3:26])[CH3:25])[CH3:20])=[CH:13][CH:12]=2)[N:9]=[C:8]([C:30]([F:33])([F:32])[F:31])[CH:7]=1.P([O-])(O)(O)=[O:35].[Na+].Cl([O-])=O.[Na+].